Dataset: Full USPTO retrosynthesis dataset with 1.9M reactions from patents (1976-2016). Task: Predict the reactants needed to synthesize the given product. (1) Given the product [F:7][C:8]1[CH:15]=[CH:14][C:11]([CH2:12][NH:6][CH:4]2[CH2:1][CH2:3][O:23][CH2:16][CH2:5]2)=[CH:10][CH:9]=1, predict the reactants needed to synthesize it. The reactants are: [CH:1]1([C@@H:4]([NH2:6])[CH3:5])[CH2:3]C1.[F:7][C:8]1[CH:15]=[CH:14][C:11]([CH:12]=O)=[CH:10][CH:9]=1.[CH:16](=[O:23])C1C=CC=CC=1. (2) Given the product [Cl:22][C:23]1[N:24]=[CH:25][N:26]([C:9]2[CH:8]=[C:13]([O:14][CH3:15])[N:12]=[C:11]([C:16]([O:18][CH2:19][CH3:20])=[O:17])[CH:10]=2)[CH:27]=1, predict the reactants needed to synthesize it. The reactants are: CC1(C)COB([C:8]2[CH:9]=[CH:10][C:11]([C:16]([O:18][CH2:19][CH3:20])=[O:17])=[N:12][C:13]=2[O:14][CH3:15])OC1.[Cl:22][C:23]1[N:24]=[CH:25][NH:26][CH:27]=1. (3) Given the product [CH2:35]([N:24]([CH2:17][C:18]1[CH:19]=[CH:20][CH:21]=[CH:22][CH:23]=1)[C@@H:25]([CH2:28][C:29]1[CH:30]=[CH:31][CH:32]=[CH:33][CH:34]=1)[CH2:26][N:10]1[CH2:9][CH2:8][CH:7]([N:6]2[C:5]3[CH:13]=[CH:14][CH:15]=[CH:16][C:4]=3[NH:3][C:2]2=[O:1])[CH2:12][CH2:11]1)[C:36]1[CH:37]=[CH:38][CH:39]=[CH:40][CH:41]=1, predict the reactants needed to synthesize it. The reactants are: [O:1]=[C:2]1[N:6]([CH:7]2[CH2:12][CH2:11][NH:10][CH2:9][CH2:8]2)[C:5]2[CH:13]=[CH:14][CH:15]=[CH:16][C:4]=2[NH:3]1.[CH2:17]([N:24]([CH2:35][C:36]1[CH:41]=[CH:40][CH:39]=[CH:38][CH:37]=1)[C@@H:25]([CH2:28][C:29]1[CH:34]=[CH:33][CH:32]=[CH:31][CH:30]=1)[CH2:26]Br)[C:18]1[CH:23]=[CH:22][CH:21]=[CH:20][CH:19]=1. (4) Given the product [C:17]([O:16][C:14]([N:21]1[CH2:26][CH2:25][CH2:24][C@@H:23]([C:27](=[O:29])[NH2:3])[CH2:22]1)=[O:15])([CH3:20])([CH3:19])[CH3:18], predict the reactants needed to synthesize it. The reactants are: C([N:3](CC)CC)C.ClC(OCC)=O.[C:14]([N:21]1[CH2:26][CH2:25][CH2:24][C@@H:23]([C:27]([OH:29])=O)[CH2:22]1)([O:16][C:17]([CH3:20])([CH3:19])[CH3:18])=[O:15].